From a dataset of Forward reaction prediction with 1.9M reactions from USPTO patents (1976-2016). Predict the product of the given reaction. (1) Given the reactants [CH2:1]([O:5][CH2:6][CH2:7][O:8][C:9]1[CH:14]=[CH:13][C:12]([C:15]2[CH:20]=[CH:19][C:18]([N:21]3[CH2:26][CH2:25][CH2:24][CH:23]([CH3:27])[CH2:22]3)=[C:17](/[CH:28]=[CH:29]/[C:30](O)=[O:31])[CH:16]=2)=[CH:11][CH:10]=1)[CH2:2][CH2:3][CH3:4].CN(C=O)C.C(Cl)(=O)C(Cl)=O.[CH2:44]([N:47]1[C:51]([CH2:52][S@@:53]([C:55]2[CH:61]=[CH:60][C:58]([NH2:59])=[CH:57][CH:56]=2)=[O:54])=[CH:50][N:49]=[CH:48]1)[CH2:45][CH3:46], predict the reaction product. The product is: [CH2:1]([O:5][CH2:6][CH2:7][O:8][C:9]1[CH:10]=[CH:11][C:12]([C:15]2[CH:20]=[CH:19][C:18]([N:21]3[CH2:26][CH2:25][CH2:24][CH:23]([CH3:27])[CH2:22]3)=[C:17](/[CH:28]=[CH:29]/[C:30]([NH:59][C:58]3[CH:60]=[CH:61][C:55]([S@:53]([CH2:52][C:51]4[N:47]([CH2:44][CH2:45][CH3:46])[CH:48]=[N:49][CH:50]=4)=[O:54])=[CH:56][CH:57]=3)=[O:31])[CH:16]=2)=[CH:13][CH:14]=1)[CH2:2][CH2:3][CH3:4]. (2) The product is: [C:1]([O:5][C:6]([N:8]1[CH2:12][C@@H:11]([CH2:13][OH:14])[CH2:10][C@H:9]1[C:16]([O:18][C:19]([CH3:22])([CH3:21])[CH3:20])=[O:17])=[O:7])([CH3:3])([CH3:4])[CH3:2]. Given the reactants [C:1]([O:5][C:6]([N:8]1[CH2:12][CH:11]([C:13](O)=[O:14])[CH2:10][CH:9]1[C:16]([O:18][C:19]([CH3:22])([CH3:21])[CH3:20])=[O:17])=[O:7])([CH3:4])([CH3:3])[CH3:2].B.O1CCCC1, predict the reaction product. (3) Given the reactants [NH2:1][C:2]1[S:3]/[C:4](=[CH:8]\[C:9]2[CH:10]=[C:11]3[C:16](=[CH:17][CH:18]=2)[N:15]=[CH:14][C:13]([C:19]#[N:20])=[C:12]3[CH2:21][CH:22]([CH3:24])[CH3:23])/[C:5](=[O:7])[N:6]=1.[CH3:25][S:26]([OH:29])(=[O:28])=[O:27], predict the reaction product. The product is: [CH3:25][S:26]([OH:29])(=[O:28])=[O:27].[NH2:1][C:2]1[S:3]/[C:4](=[CH:8]\[C:9]2[CH:10]=[C:11]3[C:16](=[CH:17][CH:18]=2)[N:15]=[CH:14][C:13]([C:19]#[N:20])=[C:12]3[CH2:21][CH:22]([CH3:24])[CH3:23])/[C:5](=[O:7])[N:6]=1. (4) Given the reactants [N:1]1[C:6]2[S:7][CH:8]=[CH:9][C:5]=2[C:4](=[O:10])[NH:3][CH:2]=1.[Br:11]Br, predict the reaction product. The product is: [Br:11][C:8]1[S:7][C:6]2[N:1]=[CH:2][NH:3][C:4](=[O:10])[C:5]=2[CH:9]=1. (5) Given the reactants Br[C:2]1[CH:7]=[CH:6][C:5]([S:8]([NH:11][C:12]2[CH:17]=[C:16]([N:18]3[CH2:23][C@H:22]([CH3:24])[NH:21][C@H:20]([CH3:25])[CH2:19]3)[CH:15]=[CH:14][C:13]=2[O:26][CH3:27])(=[O:10])=[O:9])=[CH:4][CH:3]=1.[S:28]1[CH:32]=[CH:31][C:30](B(O)O)=[CH:29]1.CC(C)([O-])C.[K+].C1(C)C=CC=CC=1, predict the reaction product. The product is: [CH3:25][C@H:20]1[NH:21][C@@H:22]([CH3:24])[CH2:23][N:18]([C:16]2[CH:15]=[CH:14][C:13]([O:26][CH3:27])=[C:12]([NH:11][S:8]([C:5]3[CH:6]=[CH:7][C:2]([C:30]4[CH:31]=[CH:32][S:28][CH:29]=4)=[CH:3][CH:4]=3)(=[O:10])=[O:9])[CH:17]=2)[CH2:19]1. (6) Given the reactants [NH2:1][C:2]([C:4]1[CH:9]=[CH:8][C:7]([NH:10][CH:11]2[CH2:16][CH2:15][N:14]([C:17]([O:19][C:20]([CH3:23])([CH3:22])[CH3:21])=[O:18])[CH2:13][CH2:12]2)=[CH:6][C:5]=1[F:24])=[O:3].[Cl:25]N1C(=O)CCC1=O, predict the reaction product. The product is: [NH2:1][C:2]([C:4]1[C:5]([F:24])=[CH:6][C:7]([NH:10][CH:11]2[CH2:16][CH2:15][N:14]([C:17]([O:19][C:20]([CH3:21])([CH3:23])[CH3:22])=[O:18])[CH2:13][CH2:12]2)=[C:8]([Cl:25])[CH:9]=1)=[O:3].[NH2:1][C:2]([C:4]1[CH:9]=[CH:8][C:7]([NH:10][CH:11]2[CH2:16][CH2:15][N:14]([C:17]([O:19][C:20]([CH3:21])([CH3:23])[CH3:22])=[O:18])[CH2:13][CH2:12]2)=[C:6]([Cl:25])[C:5]=1[F:24])=[O:3]. (7) Given the reactants C(OC(=O)[NH:7][C@H:8]1[CH2:13][CH2:12][C@@H:11]([NH:14][C:15]2[C:20]([CH3:21])=[CH:19][N:18]=[C:17]([N:22]([CH3:24])[CH3:23])[N:16]=2)[CH2:10][CH2:9]1)(C)(C)C.C(O)(C(F)(F)F)=O, predict the reaction product. The product is: [CH3:23][N:22]([CH3:24])[C:17]1[N:16]=[C:15]([NH:14][C@@H:11]2[CH2:12][CH2:13][C@H:8]([NH2:7])[CH2:9][CH2:10]2)[C:20]([CH3:21])=[CH:19][N:18]=1. (8) The product is: [Cl:1][C:2]1[CH:7]=[CH:6][N:5]=[C:4]([CH2:8][NH:9][C:10]2[O:11][C:12]3[C:18]([O:19][CH3:20])=[CH:17][C:16]([C:21]([N:39]4[C:40]([CH3:41])([CH3:42])[CH2:48][O:52][C:44]([CH2:24][CH:25]([OH:26])[CH3:30])([CH3:69])[CH2:43]4)=[O:23])=[CH:15][C:13]=3[N:14]=2)[CH:3]=1. Given the reactants [Cl:1][C:2]1[CH:7]=[CH:6][N:5]=[C:4]([CH2:8][NH:9][C:10]2[O:11][C:12]3[C:18]([O:19][CH3:20])=[CH:17][C:16]([C:21]([OH:23])=O)=[CH:15][C:13]=3[N:14]=2)[CH:3]=1.[CH3:24][C:25]1(C)[CH2:30]NC([CH2:24][CH:25]([OH:26])[CH3:30])C[O:26]1.C([N:39]([CH2:43][CH3:44])[CH:40]([CH3:42])[CH3:41])(C)C.CN([C:48]([O:52]N1N=NC2C=CC=NC1=2)=[N+](C)C)C.F[P-](F)(F)(F)(F)F.[CH3:69]N(C)C=O, predict the reaction product. (9) The product is: [CH3:8][C:7]1[C:2]([CH:1]=[O:18])=[N:3][CH:4]=[C:5]([CH3:9])[CH:6]=1. Given the reactants [CH3:1][C:2]1[C:7]([CH3:8])=[CH:6][C:5]([CH3:9])=[CH:4][N:3]=1.ClC1C=CC=C(C(OO)=[O:18])C=1.[OH-].[Na+], predict the reaction product.